From a dataset of Full USPTO retrosynthesis dataset with 1.9M reactions from patents (1976-2016). Predict the reactants needed to synthesize the given product. (1) Given the product [F:24][C:25]1[CH:30]=[CH:29][C:28]([C:2]2[C:3]3[N:4]([C:15]([C:18]4[CH:23]=[CH:22][CH:21]=[CH:20][N:19]=4)=[N:16][N:17]=3)[CH:5]=[C:6]([C:8]([O:10][C:11]([CH3:14])([CH3:13])[CH3:12])=[O:9])[CH:7]=2)=[CH:27][CH:26]=1, predict the reactants needed to synthesize it. The reactants are: Cl[C:2]1[C:3]2[N:4]([C:15]([C:18]3[CH:23]=[CH:22][CH:21]=[CH:20][N:19]=3)=[N:16][N:17]=2)[CH:5]=[C:6]([C:8]([O:10][C:11]([CH3:14])([CH3:13])[CH3:12])=[O:9])[CH:7]=1.[F:24][C:25]1[CH:30]=[CH:29][C:28](B(O)O)=[CH:27][CH:26]=1.C1(P(C2CCCCC2)C2C=CC=CC=2C2C(C(C)C)=CC(C(C)C)=CC=2C(C)C)CCCCC1.[O-]P([O-])([O-])=O.[K+].[K+].[K+]. (2) Given the product [Cl:1][C:2]1[N:7]=[C:6]([C:28]2[CH:27]=[N:26][N:25]([C:12]3([CH2:11][C:9]#[N:10])[CH2:13][CH2:14][N:15]([C:18]([O:20][C:21]([CH3:22])([CH3:23])[CH3:24])=[O:19])[CH2:16][CH2:17]3)[CH:29]=2)[CH:5]=[CH:4][N:3]=1, predict the reactants needed to synthesize it. The reactants are: [Cl:1][C:2]1[N:7]=[C:6](Cl)[CH:5]=[CH:4][N:3]=1.[C:9]([CH2:11][C:12]1([N:25]2[CH:29]=[C:28](B3OC(C)(C)C(C)(C)O3)[CH:27]=[N:26]2)[CH2:17][CH2:16][N:15]([C:18]([O:20][C:21]([CH3:24])([CH3:23])[CH3:22])=[O:19])[CH2:14][CH2:13]1)#[N:10].P([O-])([O-])([O-])=O.[K+].[K+].[K+]. (3) Given the product [CH:11]([O:14][C:15]([C@@H:17]([NH:19][P@@:20]([CH2:29][O:30][C@H:31]([CH3:43])[CH2:32][N:33]1[CH:41]=[N:40][C:39]2[C:34]1=[N:35][CH:36]=[N:37][C:38]=2[NH2:42])([O:22][C:23]1[CH:28]=[CH:27][CH:26]=[CH:25][CH:24]=1)=[O:21])[CH3:18])=[O:16])([CH3:12])[CH3:13], predict the reactants needed to synthesize it. The reactants are: C([C@@H]([C@H](C(O)=O)O)O)(O)=O.[CH:11]([O:14][C:15]([C@@H:17]([NH:19][P@@:20]([CH2:29][O:30][C@H:31]([CH3:43])[CH2:32][N:33]1[CH:41]=[N:40][C:39]2[C:34]1=[N:35][CH:36]=[N:37][C:38]=2[NH2:42])([O:22][C:23]1[CH:28]=[CH:27][CH:26]=[CH:25][CH:24]=1)=[O:21])[CH3:18])=[O:16])([CH3:13])[CH3:12].N. (4) Given the product [Cl:1][C:2]1[CH:3]=[CH:4][C:5]([CH:8]2[C:12]3[N:13]([CH3:19])[N:14]=[C:15]([CH:16]4[CH2:17][CH2:18]4)[C:11]=3[C:10](=[O:20])[N:9]2[C:22]2[CH:23]=[C:24]([NH:32][C:33](=[O:39])[O:34][C:35]([CH3:37])([CH3:36])[CH3:38])[C:25]3[N:26]([C:28]([CH3:31])=[N:29][N:30]=3)[CH:27]=2)=[CH:6][CH:7]=1, predict the reactants needed to synthesize it. The reactants are: [Cl:1][C:2]1[CH:7]=[CH:6][C:5]([CH:8]2[C:12]3[N:13]([CH3:19])[N:14]=[C:15]([CH:16]4[CH2:18][CH2:17]4)[C:11]=3[C:10](=[O:20])[NH:9]2)=[CH:4][CH:3]=1.Br[C:22]1[CH:23]=[C:24]([NH:32][C:33](=[O:39])[O:34][C:35]([CH3:38])([CH3:37])[CH3:36])[C:25]2[N:26]([C:28]([CH3:31])=[N:29][N:30]=2)[CH:27]=1. (5) Given the product [O:1]1[CH2:5][CH2:4][O:3][CH:2]1[C:6]1[CH:11]=[C:10]2[CH:12]=[CH:16][NH:13][C:9]2=[CH:8][N:7]=1, predict the reactants needed to synthesize it. The reactants are: [O:1]1[CH2:5][CH2:4][O:3][CH:2]1[C:6]1[CH:11]=[C:10]([CH3:12])[C:9]([N+:13]([O-])=O)=[CH:8][N:7]=1.[CH3:16]N(C(OC)OC)C.